This data is from Forward reaction prediction with 1.9M reactions from USPTO patents (1976-2016). The task is: Predict the product of the given reaction. (1) Given the reactants [C:1]([C:4]1[CH:9]=[CH:8][CH:7]=[CH:6][C:5]=1[C:10]1[CH:11]=[C:12]2[C:17](=[C:18]([OH:20])[CH:19]=1)[N:16]=[CH:15][NH:14][C:13]2=[O:21])(=[O:3])[CH3:2].[CH3:22][Mg]Cl, predict the reaction product. The product is: [OH:20][C:18]1[CH:19]=[C:10]([C:5]2[CH:6]=[CH:7][CH:8]=[CH:9][C:4]=2[C:1]([OH:3])([CH3:22])[CH3:2])[CH:11]=[C:12]2[C:17]=1[N:16]=[CH:15][NH:14][C:13]2=[O:21]. (2) Given the reactants [C:1]([NH:5][C:6](=[O:15])[C:7]1[CH:12]=[CH:11][CH:10]=[C:9]([CH2:13]Cl)[CH:8]=1)([CH3:4])([CH3:3])[CH3:2].[N:16]1([C:22]([O:24][C:25]([CH3:28])([CH3:27])[CH3:26])=[O:23])[CH2:21][CH2:20][NH:19][CH2:18][CH2:17]1.C(N(C(C)C)C(C)C)C, predict the reaction product. The product is: [C:1]([NH:5][C:6]([C:7]1[CH:8]=[C:9]([CH:10]=[CH:11][CH:12]=1)[CH2:13][N:19]1[CH2:18][CH2:17][N:16]([C:22]([O:24][C:25]([CH3:28])([CH3:27])[CH3:26])=[O:23])[CH2:21][CH2:20]1)=[O:15])([CH3:4])([CH3:3])[CH3:2]. (3) Given the reactants C(O[C:6]1[O:10][C:9]([C:11]([O:13][CH2:14][CH3:15])=[O:12])=[N:8][CH:7]=1)CCC.[Cl:16][C:17]1[CH:18]=[C:19]([CH:28]=[CH:29][C:30]=1[F:31])[CH2:20][N:21]1[CH2:26][CH2:25][CH:24]=[CH:23][C:22]1=[O:27].O, predict the reaction product. The product is: [Cl:16][C:17]1[CH:18]=[C:19]([CH:28]=[CH:29][C:30]=1[F:31])[CH2:20][N:21]1[CH2:26][CH2:25][C:24]2[C:9]([C:11]([O:13][CH2:14][CH3:15])=[O:12])=[N:8][CH:7]=[C:6]([OH:10])[C:23]=2[C:22]1=[O:27]. (4) The product is: [F:12][C:6]1[CH:5]=[C:4]([CH2:13][CH2:14][C:15]([NH:61][CH2:60][CH2:59][CH2:58][C:57]2[N:53]([CH2:51][CH3:52])[N:54]=[C:55]([CH3:62])[CH:56]=2)=[O:17])[CH:3]=[C:2]([F:1])[C:7]=1[C:8]([F:9])([F:10])[F:11]. Given the reactants [F:1][C:2]1[CH:3]=[C:4]([CH2:13][CH2:14][C:15]([OH:17])=O)[CH:5]=[C:6]([F:12])[C:7]=1[C:8]([F:11])([F:10])[F:9].C1CN([P+](ON2N=NC3C=CC=CC2=3)(N2CCCC2)N2CCCC2)CC1.F[P-](F)(F)(F)(F)F.[CH2:51]([N:53]1[C:57]([CH2:58][CH2:59][CH2:60][NH2:61])=[CH:56][C:55]([CH3:62])=[N:54]1)[CH3:52].C(N(C(C)C)C(C)C)C, predict the reaction product. (5) The product is: [Br:19][C:14]1[CH:13]=[CH:12][C:10]([NH2:11])=[C:9]([S:15]([CH3:18])(=[O:17])=[O:16])[C:8]=1[CH3:7]. Given the reactants C(=O)([O-])[O-].[K+].[K+].[CH3:7][C:8]1[C:9]([S:15]([CH3:18])(=[O:17])=[O:16])=[C:10]([CH:12]=[CH:13][CH:14]=1)[NH2:11].[Br-:19].[Br-].[Br-].C([N+](CCCC)(CCCC)CCCC)CCC.C([N+](CCCC)(CCCC)CCCC)CCC.C([N+](CCCC)(CCCC)CCCC)CCC, predict the reaction product. (6) Given the reactants F[C:2](F)(F)[C:3]([OH:5])=O.Br[C:9]1[CH:14]=[CH:13][C:12]([N:15]([C:32](=[O:41])/[CH:33]=[CH:34]/[C:35]2[CH:40]=[CH:39][CH:38]=[CH:37][CH:36]=2)[CH2:16][C:17]([N:19]2[CH2:23][CH2:22][C@H:21]([NH:24]C(=O)OC(C)(C)C)[CH2:20]2)=[O:18])=[CH:11][CH:10]=1, predict the reaction product. The product is: [NH2:24][C@H:21]1[CH2:22][CH2:23][N:19]([C:17](=[O:18])[CH2:16][N:15]([C:12]2[CH:13]=[CH:14][C:9]([O:5][C:3]3[CH:2]=[CH:11][CH:10]=[CH:9][CH:14]=3)=[CH:10][CH:11]=2)[C:32](=[O:41])/[CH:33]=[CH:34]/[C:35]2[CH:36]=[CH:37][CH:38]=[CH:39][CH:40]=2)[CH2:20]1.